Dataset: Catalyst prediction with 721,799 reactions and 888 catalyst types from USPTO. Task: Predict which catalyst facilitates the given reaction. (1) Reactant: [CH3:1][C:2]1[CH:7]=[C:6]([CH3:8])[N:5]2[N:9]=[C:10]([SH:12])[N:11]=[C:4]2[N:3]=1.[OH-].[Na+].Cl[CH2:16][C:17]([OH:19])=[O:18].Cl. Product: [CH3:1][C:2]1[CH:7]=[C:6]([CH3:8])[N:5]2[N:9]=[C:10]([S:12][CH2:16][C:17]([OH:19])=[O:18])[N:11]=[C:4]2[N:3]=1. The catalyst class is: 6. (2) Reactant: [CH2:1]([O:3][CH2:4][C:5]1[N:6]([CH2:19][CH2:20][O:21][CH2:22][C:23]#[C:24][C:25]2[CH:26]=[N:27][CH:28]=[N:29][CH:30]=2)[C:7]2[C:12]([CH3:13])=[C:11]([CH3:14])[N:10]3N=N[N:17]=[C:9]3[C:8]=2[N:18]=1)[CH3:2].C(OC1N(CCOCC2C=CN=CC=2)C2C(C)=C(C)N3N=NN=C3C=2N=1)C. Product: [CH2:1]([O:3][CH2:4][C:5]1[N:6]([CH2:19][CH2:20][O:21][CH2:22][C:23]#[C:24][C:25]2[CH:30]=[N:29][CH:28]=[N:27][CH:26]=2)[C:7]2[C:12]([CH3:13])=[C:11]([CH3:14])[N:10]=[C:9]([NH2:17])[C:8]=2[N:18]=1)[CH3:2]. The catalyst class is: 11. (3) Reactant: [C:1]([C:3]1[C:8]2[N:9]=[C:10]([C@@H:12]3[CH2:14][C@H:13]3[C:15]([O:17][CH2:18][CH3:19])=[O:16])[O:11][C:7]=2[C:6](F)=[C:5]([C:21]2[CH:26]=[CH:25][CH:24]=[CH:23][CH:22]=2)[C:4]=1[CH3:27])#[N:2].C(N(CC)CC)C.[CH3:35][N:36]([CH3:42])[C@H:37]1[CH2:41][CH2:40][NH:39][CH2:38]1. Product: [C:1]([C:3]1[C:8]2[N:9]=[C:10]([C@@H:12]3[CH2:14][C@H:13]3[C:15]([O:17][CH2:18][CH3:19])=[O:16])[O:11][C:7]=2[C:6]([N:39]2[CH2:40][CH2:41][C@H:37]([N:36]([CH3:42])[CH3:35])[CH2:38]2)=[C:5]([C:21]2[CH:26]=[CH:25][CH:24]=[CH:23][CH:22]=2)[C:4]=1[CH3:27])#[N:2]. The catalyst class is: 16. (4) Reactant: Br[C:2]1[N:7]=[C:6]([CH:8]=[O:9])[CH:5]=[CH:4][CH:3]=1.[F:10][C:11]1[CH:16]=[CH:15][C:14](B(O)O)=[CH:13][C:12]=1[C:20]([F:23])([F:22])[F:21].C(=O)([O-])[O-].[Cs+].[Cs+]. Product: [F:10][C:11]1[CH:16]=[CH:15][C:14]([C:2]2[N:7]=[C:6]([CH:8]=[O:9])[CH:5]=[CH:4][CH:3]=2)=[CH:13][C:12]=1[C:20]([F:21])([F:22])[F:23]. The catalyst class is: 12.